From a dataset of Catalyst prediction with 721,799 reactions and 888 catalyst types from USPTO. Predict which catalyst facilitates the given reaction. (1) Reactant: [CH3:1][O:2][CH2:3][CH2:4][O:5][C:6]1[CH:11]=[C:10]2[C:12]([NH:16][C:17]3[CH:22]=[C:21]([C:23]#[CH:24])[CH:20]=[CH:19][CH:18]=3)=[N:13][CH:14]=[N:15][C:9]2=[CH:8][C:7]=1[O:25][CH2:26][CH2:27][O:28][CH3:29].[ClH:30]. Product: [CH3:1][O:2][CH2:3][CH2:4][O:5][C:6]1[CH:11]=[C:10]2[C:12]([NH:16][C:17]3[CH:18]=[CH:19][CH:20]=[C:21]([C:23]#[CH:24])[CH:22]=3)=[N:13][CH:14]=[N:15][C:9]2=[CH:8][C:7]=1[O:25][CH2:26][CH2:27][O:28][CH3:29].[ClH:30]. The catalyst class is: 709. (2) Reactant: [OH:1][C:2]([C:4]([F:7])([F:6])[F:5])=[O:3].[CH:8]1([NH:12][C:13]2[N:14]=[C:15]3[CH2:38][CH2:37][NH:36][CH2:35][C:16]3=[N:17][C:18]=2[N:19]2[CH2:24][CH2:23][CH:22]([O:25][C:26]3[CH:31]=[CH:30][C:29]([O:32][CH3:33])=[CH:28][C:27]=3[F:34])[CH2:21][CH2:20]2)[CH2:11][CH2:10][CH2:9]1.C(OC(=O)C)(=O)C.N1C=CC=CC=1. Product: [CH:8]1([NH:12][C:13]2[N:14]=[C:15]3[CH2:38][CH2:37][N:36]([C:2](=[O:1])[CH3:4])[CH2:35][C:16]3=[N:17][C:18]=2[N:19]2[CH2:20][CH2:21][CH:22]([O:25][C:26]3[CH:31]=[CH:30][C:29]([O:32][CH3:33])=[CH:28][C:27]=3[F:34])[CH2:23][CH2:24]2)[CH2:11][CH2:10][CH2:9]1.[C:2]([OH:3])([C:4]([F:7])([F:6])[F:5])=[O:1]. The catalyst class is: 2. (3) Reactant: [CH3:1][NH2:2].[CH3:3][O:4][C:5]1[C:10]2[C:11](=O)[O:12]C(=O)[NH:14][C:9]=2[CH:8]=[CH:7][CH:6]=1. Product: [NH2:14][C:9]1[CH:8]=[CH:7][CH:6]=[C:5]([O:4][CH3:3])[C:10]=1[C:11]([NH:2][CH3:1])=[O:12]. The catalyst class is: 238. (4) Reactant: [NH:1]1[CH2:6][CH2:5][CH2:4][CH2:3][CH2:2]1.[CH2:7]([O:9][C:10](=[O:34])[CH2:11][N:12]1[C:20]2[C:15](=[CH:16][C:17]([F:21])=[CH:18][CH:19]=2)[C:14]([CH2:22][C:23]2[CH:28]=[CH:27][CH:26]=[CH:25][C:24]=2[S:29](Cl)(=[O:31])=[O:30])=[C:13]1[CH3:33])[CH3:8]. Product: [CH2:7]([O:9][C:10](=[O:34])[CH2:11][N:12]1[C:20]2[C:15](=[CH:16][C:17]([F:21])=[CH:18][CH:19]=2)[C:14]([CH2:22][C:23]2[CH:28]=[CH:27][CH:26]=[CH:25][C:24]=2[S:29]([N:1]2[CH2:6][CH2:5][CH2:4][CH2:3][CH2:2]2)(=[O:31])=[O:30])=[C:13]1[CH3:33])[CH3:8]. The catalyst class is: 228. (5) Reactant: [C:1]([O:5][C:6]([N:8]1[CH2:12][C@H:11]([OH:13])[CH2:10][C@H:9]1[C:14]([OH:16])=[O:15])=[O:7])([CH3:4])([CH3:3])[CH3:2].Cl[C:18]1[C:27]2[C:22](=[CH:23][CH:24]=[CH:25][CH:26]=2)[C:21]([O:28][CH3:29])=[CH:20][N:19]=1.CC([O-])(C)C.[K+]. Product: [C:1]([O:5][C:6]([N:8]1[CH2:12][C@H:11]([O:13][C:18]2[C:27]3[C:22](=[CH:23][CH:24]=[CH:25][CH:26]=3)[C:21]([O:28][CH3:29])=[CH:20][N:19]=2)[CH2:10][C@H:9]1[C:14]([OH:16])=[O:15])=[O:7])([CH3:4])([CH3:2])[CH3:3]. The catalyst class is: 16. (6) Reactant: Br[CH2:2][CH2:3][S:4]([CH3:7])(=[O:6])=[O:5].[NH2:8][NH2:9].[CH:10]1([C:13](=O)[CH2:14][C:15]#[N:16])[CH2:12][CH2:11]1. Product: [CH:10]1([C:13]2[CH:14]=[C:15]([NH2:16])[N:9]([CH2:2][CH2:3][S:4]([CH3:7])(=[O:6])=[O:5])[N:8]=2)[CH2:12][CH2:11]1. The catalyst class is: 8. (7) Reactant: [CH2:1]=[C:2]([C:4]1[CH:5]=[C:6]([C:14]2[N:15]=[C:16]([CH2:19][CH2:20][C:21]([O:23][CH3:24])=[O:22])[O:17][CH:18]=2)[CH:7]=[C:8]([C:10]([F:13])([F:12])[F:11])[CH:9]=1)[CH3:3]. Product: [CH:2]([C:4]1[CH:5]=[C:6]([C:14]2[N:15]=[C:16]([CH2:19][CH2:20][C:21]([O:23][CH3:24])=[O:22])[O:17][CH:18]=2)[CH:7]=[C:8]([C:10]([F:12])([F:11])[F:13])[CH:9]=1)([CH3:3])[CH3:1]. The catalyst class is: 29.